Dataset: Reaction yield outcomes from USPTO patents with 853,638 reactions. Task: Predict the reaction yield, written as a fraction of the theoretical maximum amount of product (1.0 means a 100% yield; for example, 0.34 means a 34% yield). (1) The reactants are Br[C:2]1[CH:7]=[CH:6][C:5]([C@@H:8]2[O:13][CH2:12][CH2:11][N:10]([C:14]([O:16][C:17]([CH3:20])([CH3:19])[CH3:18])=[O:15])[CH2:9]2)=[CH:4][CH:3]=1.[C:21]1([C:27]([C:29]2[CH:34]=[CH:33][CH:32]=[CH:31][CH:30]=2)=[NH:28])[CH:26]=[CH:25][CH:24]=[CH:23][CH:22]=1.CC(C)([O-])C.[Na+]. The catalyst is C1(C)C=CC=CC=1.C1C=CC(/C=C/C(/C=C/C2C=CC=CC=2)=O)=CC=1.C1C=CC(/C=C/C(/C=C/C2C=CC=CC=2)=O)=CC=1.C1C=CC(/C=C/C(/C=C/C2C=CC=CC=2)=O)=CC=1.[Pd].[Pd].C1C=CC(P(C2C(C3C(P(C4C=CC=CC=4)C4C=CC=CC=4)=CC=C4C=3C=CC=C4)=C3C(C=CC=C3)=CC=2)C2C=CC=CC=2)=CC=1. The product is [C:21]1([C:27](=[N:28][C:2]2[CH:7]=[CH:6][C:5]([C@@H:8]3[O:13][CH2:12][CH2:11][N:10]([C:14]([O:16][C:17]([CH3:20])([CH3:19])[CH3:18])=[O:15])[CH2:9]3)=[CH:4][CH:3]=2)[C:29]2[CH:30]=[CH:31][CH:32]=[CH:33][CH:34]=2)[CH:26]=[CH:25][CH:24]=[CH:23][CH:22]=1. The yield is 0.890. (2) The yield is 0.700. The reactants are Br[C:2]1[CH:3]=[C:4]([C:11]([O:13][CH3:14])=[O:12])[S:5][C:6]=1[C:7]([F:10])([F:9])[F:8].[CH3:15][N:16]1[C:20](B2OC(C)(C)C(C)(C)O2)=[CH:19][CH:18]=[N:17]1.C([O-])([O-])=O.[K+].[K+]. The product is [CH3:15][N:16]1[C:20]([C:2]2[CH:3]=[C:4]([C:11]([O:13][CH3:14])=[O:12])[S:5][C:6]=2[C:7]([F:10])([F:9])[F:8])=[CH:19][CH:18]=[N:17]1. The catalyst is O1CCOCC1.O.C1C=CC([P]([Pd]([P](C2C=CC=CC=2)(C2C=CC=CC=2)C2C=CC=CC=2)([P](C2C=CC=CC=2)(C2C=CC=CC=2)C2C=CC=CC=2)[P](C2C=CC=CC=2)(C2C=CC=CC=2)C2C=CC=CC=2)(C2C=CC=CC=2)C2C=CC=CC=2)=CC=1. (3) The reactants are [Cl:1][C:2]1[CH:11]=[CH:10][C:9]2[NH:8][C:7](=O)[C:6]3[N:13]=[CH:14][N:15](CC4C=CC(OC)=CC=4OC)[C:5]=3[C:4]=2[CH:3]=1.O=P(Cl)(Cl)[Cl:29].C(N(CC)C(C)C)(C)C. No catalyst specified. The product is [Cl:29][C:7]1[C:6]2[N:13]=[CH:14][NH:15][C:5]=2[C:4]2[CH:3]=[C:2]([Cl:1])[CH:11]=[CH:10][C:9]=2[N:8]=1. The yield is 0.400.